This data is from Catalyst prediction with 721,799 reactions and 888 catalyst types from USPTO. The task is: Predict which catalyst facilitates the given reaction. Reactant: [NH2:1][C:2]1[CH:11]=[CH:10][C:9]2[C:4](=[CH:5][CH:6]=[CH:7][CH:8]=2)[CH:3]=1.C(N(CC)CC)C.[C:19](Cl)(=[O:21])[CH3:20]. Product: [C:19]([NH:1][C:2]1[CH:11]=[CH:10][C:9]2[C:4](=[CH:5][CH:6]=[CH:7][CH:8]=2)[CH:3]=1)(=[O:21])[CH3:20]. The catalyst class is: 2.